Dataset: Retrosynthesis with 50K atom-mapped reactions and 10 reaction types from USPTO. Task: Predict the reactants needed to synthesize the given product. (1) Given the product COc1cccc(-c2ccc3c(c2)C2(CCCCC2)C(=NOCc2ccccc2)N3)c1, predict the reactants needed to synthesize it. The reactants are: Brc1ccc2c(c1)C1(CCCCC1)C(=NOCc1ccccc1)N2.COc1cccc(B(O)O)c1. (2) Given the product CSc1nnc(-c2ccc3c(c2)c(-c2nccc(N4CCOCC4)n2)cn3C(=O)OC(C)(C)C)s1, predict the reactants needed to synthesize it. The reactants are: CCCC[Sn](CCCC)(CCCC)c1nccc(N2CCOCC2)n1.CSc1nnc(-c2ccc3c(c2)c(I)cn3C(=O)OC(C)(C)C)s1. (3) Given the product Cc1ccc(S(=O)(=O)OCCOCCOCCOCCOCC#Cc2cccc(C(=O)OCc3ccccc3)c2)cc1, predict the reactants needed to synthesize it. The reactants are: Cc1ccc(S(=O)(=O)Cl)cc1.O=C(OCc1ccccc1)c1cccc(C#CCOCCOCCOCCOCCO)c1. (4) Given the product CC(C)Nc1ccc2[nH]ncc2c1, predict the reactants needed to synthesize it. The reactants are: CC(=O)O[BH-](OC(C)=O)OC(C)=O.Nc1ccc2[nH]ncc2c1. (5) Given the product CCCCCCCCCCC=Cc1cnn(C(C(=O)OCC)c2ccccc2)c1, predict the reactants needed to synthesize it. The reactants are: CCCCCCCCCCC[P+](c1ccccc1)(c1ccccc1)c1ccccc1.CCOC(=O)C(c1ccccc1)n1cc(C=O)cn1.